The task is: Predict the reactants needed to synthesize the given product.. This data is from Full USPTO retrosynthesis dataset with 1.9M reactions from patents (1976-2016). (1) Given the product [CH2:12]([C:11]([C:8]1[CH:9]=[CH:10][C:4]2[S:3][C:2]([NH:1][C:17](=[O:19])[CH3:18])=[N:6][C:5]=2[CH:7]=1)([OH:16])[CH2:14][CH3:15])[CH3:13], predict the reactants needed to synthesize it. The reactants are: [NH2:1][C:2]1[S:3][C:4]2[CH:10]=[CH:9][C:8]([C:11]([OH:16])([CH2:14][CH3:15])[CH2:12][CH3:13])=[CH:7][C:5]=2[N:6]=1.[C:17](OC(=O)C)(=[O:19])[CH3:18]. (2) Given the product [CH3:1][C:2]1[N:6]([C:7]2[C:15]3[O:14][CH2:13][C@@H:12]([NH:16][C:17]4[CH:30]=[CH:29][C:20]5[C@H:21]([CH2:24][C:25]([OH:27])=[O:26])[CH2:22][O:23][C:19]=5[CH:18]=4)[C:11]=3[CH:10]=[CH:9][CH:8]=2)[C:5]2[CH:37]=[CH:38][CH:39]=[CH:40][C:4]=2[N:3]=1, predict the reactants needed to synthesize it. The reactants are: [CH3:1][C:2]1[N:6]([C:7]2[C:15]3[O:14][CH2:13][C@@H:12]([N:16](C(=O)C(F)(F)F)[C:17]4[CH:30]=[CH:29][C:20]5[C@H:21]([CH2:24][C:25]([O:27]C)=[O:26])[CH2:22][O:23][C:19]=5[CH:18]=4)[C:11]=3[CH:10]=[CH:9][CH:8]=2)[C:5]2[CH:37]=[CH:38][CH:39]=[CH:40][C:4]=2[N:3]=1.[OH-].[Na+].Cl.C(O)(=O)CC(CC(O)=O)(C(O)=O)O.C(=O)([O-])O.[Na+]. (3) Given the product [C:11]([Si:15]([CH3:26])([CH3:25])[O:16][C@@H:17]1[CH2:18][N:19]=[C:20]([NH:7][CH2:6][CH:5]([O:8][CH2:9][CH3:10])[O:4][CH2:2][CH3:3])[CH2:21]1)([CH3:14])([CH3:13])[CH3:12], predict the reactants needed to synthesize it. The reactants are: Cl.[CH2:2]([O:4][CH:5]([O:8][CH2:9][CH3:10])[CH2:6][NH2:7])[CH3:3].[C:11]([Si:15]([CH3:26])([CH3:25])[O:16][C@H:17]1[CH2:21][C:20](OCC)=[N:19][CH2:18]1)([CH3:14])([CH3:13])[CH3:12]. (4) Given the product [Cl:8][C:9]1[CH:17]=[C:16]([Cl:18])[C:15]([N+:19]([O-:21])=[O:20])=[CH:14][C:10]=1[C:11]([O:13][CH3:3])=[O:12], predict the reactants needed to synthesize it. The reactants are: [N+](=[CH:3][Si](C)(C)C)=[N-].[Cl:8][C:9]1[CH:17]=[C:16]([Cl:18])[C:15]([N+:19]([O-:21])=[O:20])=[CH:14][C:10]=1[C:11]([OH:13])=[O:12].C1(C)C=CC=CC=1.C(O)(=O)C. (5) The reactants are: Br[C:2]1[C:8]([CH3:9])=[CH:7][CH:6]=[CH:5][C:3]=1[NH2:4].CC1(C)C(C)(C)OB([C:18]2[C:19]3[CH:26]=[C:25]([CH2:27][OH:28])[CH:24]=[CH:23][C:20]=3[S:21][CH:22]=2)O1.C([O-])([O-])=O.[Cs+].[Cs+]. Given the product [NH2:4][C:3]1[CH:5]=[CH:6][CH:7]=[C:8]([CH3:9])[C:2]=1[C:18]1[C:19]2[CH:26]=[C:25]([CH2:27][OH:28])[CH:24]=[CH:23][C:20]=2[S:21][CH:22]=1, predict the reactants needed to synthesize it. (6) Given the product [C:1]([O:5][C:6](=[O:28])[NH:7][C:8]1[C:13]([NH:14][C:34](=[O:33])[CH2:35][C:36]([C:38]2[CH:43]=[CH:42][CH:41]=[C:40]([C:44]3[O:48][N:47]=[C:46]([CH3:49])[CH:45]=3)[CH:39]=2)=[O:37])=[CH:12][C:11]([C:15]2[CH:20]=[CH:19][CH:18]=[CH:17][C:16]=2[F:21])=[C:10]([O:22][CH2:23][C:24]([F:25])([F:26])[F:27])[CH:9]=1)([CH3:4])([CH3:2])[CH3:3], predict the reactants needed to synthesize it. The reactants are: [C:1]([O:5][C:6](=[O:28])[NH:7][C:8]1[C:13]([NH2:14])=[CH:12][C:11]([C:15]2[CH:20]=[CH:19][CH:18]=[CH:17][C:16]=2[F:21])=[C:10]([O:22][CH2:23][C:24]([F:27])([F:26])[F:25])[CH:9]=1)([CH3:4])([CH3:3])[CH3:2].C([O:33][C:34](=O)[CH2:35][C:36]([C:38]1[CH:43]=[CH:42][CH:41]=[C:40]([C:44]2[O:48][N:47]=[C:46]([CH3:49])[CH:45]=2)[CH:39]=1)=[O:37])(C)(C)C. (7) Given the product [CH2:1]([O:3][CH:4]([O:18][CH2:19][CH3:20])[C@@H:5]([NH2:7])[CH3:6])[CH3:2], predict the reactants needed to synthesize it. The reactants are: [CH2:1]([O:3][CH:4]([O:18][CH2:19][CH3:20])[C@@H:5]([NH:7]C(=O)OCC1C=CC=CC=1)[CH3:6])[CH3:2].[H][H]. (8) Given the product [C:5]1(=[O:14])[O:4][C:1](=[O:3])[CH2:2][CH2:6]1.[C:1]([O:4][CH2:5][CH2:6][O:7][CH2:8][CH2:9][O:10][CH2:11][CH3:12])(=[O:3])[CH3:2], predict the reactants needed to synthesize it. The reactants are: [C:1]([O:4][CH2:5][CH2:6][O:7][CH2:8][CH2:9][O:10][CH2:11][CH3:12])(=[O:3])[CH3:2].C1(C=CC(O)=CC=1)[OH:14].C(O)(=O)C=C.C1(P(C2C=CC=CC=2)C2C=CC=CC=2)C=CC=CC=1. (9) Given the product [N:11]1([C:2]2[CH:3]=[C:4]([CH:8]=[CH:9][CH:10]=2)[CH:5]=[O:7])[CH:15]=[CH:14][N:13]=[N:12]1, predict the reactants needed to synthesize it. The reactants are: I[C:2]1[CH:3]=[C:4]([CH:8]=[CH:9][CH:10]=1)[C:5]([OH:7])=O.[NH:11]1[CH:15]=[CH:14][N:13]=[N:12]1.CN[C@@H]1CCCC[C@H]1NC.C([O-])([O-])=O.[Cs+].[Cs+].